From a dataset of Forward reaction prediction with 1.9M reactions from USPTO patents (1976-2016). Predict the product of the given reaction. (1) Given the reactants [NH2:1][C:2]1[C:3]([F:12])=[C:4]([CH:8]=[CH:9][C:10]=1[Cl:11])[C:5](O)=[O:6].ClC([N:18](C)C)=C(C)C.N, predict the reaction product. The product is: [NH2:1][C:2]1[C:3]([F:12])=[C:4]([CH:8]=[CH:9][C:10]=1[Cl:11])[C:5]([NH2:18])=[O:6]. (2) Given the reactants [N+:1]([C:4]1[CH:9]=[CH:8][CH:7]=[CH:6][C:5]=1[C:10]1[S:11][CH:12]=[C:13]([CH2:15][C:16](OCC)=[O:17])[N:14]=1)([O-:3])=[O:2].[H-].C([Al+]CC(C)C)C(C)C.CO.C(C(C(C([O-])=O)O)O)([O-])=O.[Na+].[K+], predict the reaction product. The product is: [N+:1]([C:4]1[CH:9]=[CH:8][CH:7]=[CH:6][C:5]=1[C:10]1[S:11][CH:12]=[C:13]([CH2:15][CH:16]=[O:17])[N:14]=1)([O-:3])=[O:2]. (3) The product is: [F:6][C:7]1[CH:8]=[C:9]2[C:15]([C:16]3[N:17]=[N:18][C:19]4[C:23]([CH3:29])([CH3:28])[C:24](=[O:26])[NH:40][C:20]=4[N:21]=3)=[N:14][N:13]([CH2:30][C:31]3[C:36]([F:37])=[CH:35][CH:34]=[C:33]([F:38])[C:32]=3[F:39])[C:10]2=[N:11][CH:12]=1. Given the reactants P(Cl)(Cl)(Cl)=O.[F:6][C:7]1[CH:8]=[C:9]2[C:15]([C:16]3[N:17]=[N:18][C:19]([C:23]([CH3:29])([CH3:28])[C:24]([O:26]C)=O)=[C:20](O)[N:21]=3)=[N:14][N:13]([CH2:30][C:31]3[C:36]([F:37])=[CH:35][CH:34]=[C:33]([F:38])[C:32]=3[F:39])[C:10]2=[N:11][CH:12]=1.[NH3:40], predict the reaction product.